Dataset: Reaction yield outcomes from USPTO patents with 853,638 reactions. Task: Predict the reaction yield, written as a fraction of the theoretical maximum amount of product (1.0 means a 100% yield; for example, 0.34 means a 34% yield). (1) The reactants are [C:1]([CH2:3][CH2:4][NH:5][C:6]([C:8]1[CH:9]=[C:10]2[N:16]=[C:15]([C:17]3[CH:22]=[CH:21][C:20]([O:23][Si:24]([C:27]([CH3:30])([CH3:29])[CH3:28])([CH3:26])[CH3:25])=[CH:19][CH:18]=3)[N:14]([CH:31]3[CH2:36][CH2:35][CH2:34][CH2:33][CH2:32]3)[C:11]2=[N:12][CH:13]=1)=O)#[N:2].[N-:37]=[N+:38]=[N-:39].[Na+].N1C(C)=CC=CC=1C.FC(F)(F)S(OS(C(F)(F)F)(=O)=O)(=O)=O. The catalyst is ClCCl. The product is [C:27]([Si:24]([CH3:25])([CH3:26])[O:23][C:20]1[CH:19]=[CH:18][C:17]([C:15]2[N:14]([CH:31]3[CH2:36][CH2:35][CH2:34][CH2:33][CH2:32]3)[C:11]3=[N:12][CH:13]=[C:8]([C:6]4[N:5]([CH2:4][CH2:3][C:1]#[N:2])[N:39]=[N:38][N:37]=4)[CH:9]=[C:10]3[N:16]=2)=[CH:22][CH:21]=1)([CH3:30])([CH3:28])[CH3:29]. The yield is 0.180. (2) The reactants are [NH2:1][C:2]1[CH:11]=[CH:10][CH:9]=[C:8]2[C:3]=1[C:4](=[O:21])[N:5]([CH:13]1[CH2:18][CH2:17][C:16](=[O:19])[NH:15][C:14]1=[O:20])[C:6]([CH3:12])=[N:7]2.[CH3:22][O:23][CH2:24][C:25](Cl)=[O:26]. The catalyst is O1CCCC1. The product is [O:20]=[C:14]1[CH:13]([N:5]2[C:4](=[O:21])[C:3]3[C:8](=[CH:9][CH:10]=[CH:11][C:2]=3[NH:1][C:25](=[O:26])[CH2:24][O:23][CH3:22])[N:7]=[C:6]2[CH3:12])[CH2:18][CH2:17][C:16](=[O:19])[NH:15]1. The yield is 0.350.